Dataset: Catalyst prediction with 721,799 reactions and 888 catalyst types from USPTO. Task: Predict which catalyst facilitates the given reaction. (1) Product: [C:10]([C:4]1[C:3]([O:13][CH3:14])=[C:2]([C:22]2[CH:23]=[CH:24][C:19]([C:17]([N:16]([CH3:34])[CH3:15])=[O:18])=[N:20][CH:21]=2)[C:7]([CH3:8])=[C:6]([Cl:9])[CH:5]=1)(=[O:12])[CH3:11]. Reactant: Br[C:2]1[C:3]([O:13][CH3:14])=[C:4]([C:10](=[O:12])[CH3:11])[CH:5]=[C:6]([Cl:9])[C:7]=1[CH3:8].[CH3:15][N:16]([CH3:34])[C:17]([C:19]1[CH:24]=[CH:23][C:22](B2OC(C)(C)C(C)(C)O2)=[CH:21][N:20]=1)=[O:18].C(=O)([O-])[O-].[K+].[K+]. The catalyst class is: 70. (2) The catalyst class is: 143. Product: [CH:22]([N:35]1[CH2:38][CH:37]([C:39]2[NH:20][C:18](=[O:19])[C:9]3[C:10]([CH3:17])=[N:11][N:12]([C:13]([CH3:14])([CH3:15])[CH3:16])[C:8]=3[N:7]=2)[CH2:36]1)([C:29]1[CH:30]=[CH:31][CH:32]=[CH:33][CH:34]=1)[C:23]1[CH:24]=[CH:25][CH:26]=[CH:27][CH:28]=1. Reactant: N1C=CC=CC=1.[NH2:7][C:8]1[N:12]([C:13]([CH3:16])([CH3:15])[CH3:14])[N:11]=[C:10]([CH3:17])[C:9]=1[C:18]([NH2:20])=[O:19].Cl.[CH:22]([N:35]1[CH2:38][CH:37]([C:39](Cl)=O)[CH2:36]1)([C:29]1[CH:34]=[CH:33][CH:32]=[CH:31][CH:30]=1)[C:23]1[CH:28]=[CH:27][CH:26]=[CH:25][CH:24]=1.[OH-].[Na+]. (3) Reactant: [F:1][C:2]([F:26])([F:25])[C:3]([NH:5][C@H:6]1[C:12](=[CH:13][O:14]C)[CH2:11][CH2:10][N:9]([C:16]2[N:17]([CH3:24])[N:18]=[CH:19][C:20]=2[N+:21]([O-:23])=[O:22])[CH2:8][CH2:7]1)=[O:4].ClC(Cl)(Cl)C(O)=O. Product: [F:25][C:2]([F:1])([F:26])[C:3]([NH:5][C@H:6]1[CH:12]([CH:13]=[O:14])[CH2:11][CH2:10][N:9]([C:16]2[N:17]([CH3:24])[N:18]=[CH:19][C:20]=2[N+:21]([O-:23])=[O:22])[CH2:8][CH2:7]1)=[O:4]. The catalyst class is: 22.